From a dataset of Catalyst prediction with 721,799 reactions and 888 catalyst types from USPTO. Predict which catalyst facilitates the given reaction. (1) Reactant: [Cl:1][C:2]1[C:11]2[C:6](=[CH:7][CH:8]=[C:9]([S:12]([CH:15]3[CH2:20][CH2:19][O:18][CH2:17][CH2:16]3)(=[O:14])=[O:13])[CH:10]=2)[N:5]=[CH:4][CH:3]=1.[Li+].C[Si]([N-][Si](C)(C)C)(C)C.C1C=CC(S(N(S(C2C=CC=CC=2)(=O)=O)[F:41])(=O)=O)=CC=1. Product: [Cl:1][C:2]1[C:11]2[C:6](=[CH:7][CH:8]=[C:9]([S:12]([C:15]3([F:41])[CH2:20][CH2:19][O:18][CH2:17][CH2:16]3)(=[O:13])=[O:14])[CH:10]=2)[N:5]=[CH:4][CH:3]=1. The catalyst class is: 1. (2) Product: [C:43]([O:47][C:48]([N:50]1[CH2:55][C@@H:54]([CH3:56])[N:53]([C:57]2[CH:62]=[CH:61][C:60]([C:63](=[O:78])[NH:64][C:65]3[C:66]([F:77])=[CH:67][C:68]([C:30]4[CH:31]=[CH:32][C:27]([C:25]5[N:26]=[C:22]([C@@H:18]6[CH2:19][CH2:20][CH2:21][N:17]6[C:15](=[O:16])[C@@H:11]([NH:10][C:9]([O:8][CH3:7])=[O:42])[CH:12]([CH3:14])[CH3:13])[NH:23][CH:24]=5)=[CH:28][CH:29]=4)=[C:69]([O:71][C:72]([F:75])([F:74])[F:73])[CH:70]=3)=[CH:59][N:58]=2)[CH2:52][C@@H:51]1[CH3:79])=[O:49])([CH3:46])([CH3:45])[CH3:44]. The catalyst class is: 398. Reactant: C(=O)([O-])[O-].[K+].[K+].[CH3:7][O:8][C:9](=[O:42])[NH:10][C@H:11]([C:15]([N:17]1[CH2:21][CH2:20][CH2:19][C@H:18]1[C:22]1[NH:23][CH:24]=[C:25]([C:27]2[CH:32]=[CH:31][C:30](B3OC(C)(C)C(C)(C)O3)=[CH:29][CH:28]=2)[N:26]=1)=[O:16])[CH:12]([CH3:14])[CH3:13].[C:43]([O:47][C:48]([N:50]1[CH2:55][C@@H:54]([CH3:56])[N:53]([C:57]2[CH:62]=[CH:61][C:60]([C:63](=[O:78])[NH:64][C:65]3[CH:70]=[C:69]([O:71][C:72]([F:75])([F:74])[F:73])[C:68](Br)=[CH:67][C:66]=3[F:77])=[CH:59][N:58]=2)[CH2:52][C@@H:51]1[CH3:79])=[O:49])([CH3:46])([CH3:45])[CH3:44].